From a dataset of Catalyst prediction with 721,799 reactions and 888 catalyst types from USPTO. Predict which catalyst facilitates the given reaction. (1) Reactant: [F:1][C:2]1[CH:9]=[CH:8][C:5]([CH:6]=O)=[CH:4][CH:3]=1.[CH3:10][O:11][C:12]([C@:14]12[CH2:19][C@H:18]1[CH2:17][CH2:16][N:15]2[NH2:20])=[O:13].FC(F)(F)C(O)=O.C([BH3-])#N.[Na+]. Product: [CH3:10][O:11][C:12]([C@:14]12[CH2:19][C@H:18]1[CH2:17][CH2:16][N:15]2[NH:20][CH2:6][C:5]1[CH:8]=[CH:9][C:2]([F:1])=[CH:3][CH:4]=1)=[O:13]. The catalyst class is: 5. (2) Reactant: CN(C=O)C.Br[CH2:7][C:8]1[CH:13]=[CH:12][C:11]([C:14]2[CH:19]=[CH:18][CH:17]=[CH:16][C:15]=2[C:20]2[N:24]([C:25]([C:38]3[CH:43]=[CH:42][CH:41]=[CH:40][CH:39]=3)([C:32]3[CH:37]=[CH:36][CH:35]=[CH:34][CH:33]=3)[C:26]3[CH:31]=[CH:30][CH:29]=[CH:28][CH:27]=3)[N:23]=[N:22][N:21]=2)=[CH:10][CH:9]=1.[CH2:44]([C:48]1[NH:52][C:51]([CH:53]=[O:54])=[C:50]([Cl:55])[N:49]=1)[CH2:45][CH2:46][CH3:47].C([O-])([O-])=O.[K+].[K+]. Product: [CH2:44]([C:48]1[N:52]([CH2:7][C:8]2[CH:13]=[CH:12][C:11]([C:14]3[CH:19]=[CH:18][CH:17]=[CH:16][C:15]=3[C:20]3[N:24]([C:25]([C:38]4[CH:43]=[CH:42][CH:41]=[CH:40][CH:39]=4)([C:32]4[CH:37]=[CH:36][CH:35]=[CH:34][CH:33]=4)[C:26]4[CH:31]=[CH:30][CH:29]=[CH:28][CH:27]=4)[N:23]=[N:22][N:21]=3)=[CH:10][CH:9]=2)[C:51]([CH:53]=[O:54])=[C:50]([Cl:55])[N:49]=1)[CH2:45][CH2:46][CH3:47]. The catalyst class is: 25. (3) Reactant: [C:1]([CH2:3][NH:4][C:5]([C:7]1[C:15]2[C:10](=[N:11][CH:12]=[C:13]([CH:16]3[CH2:18][CH2:17]3)[N:14]=2)[N:9](COCC[Si](C)(C)C)[CH:8]=1)=[O:6])#[N:2].FC(F)(F)C(O)=[O:30]. Product: [C:1]([CH2:3][NH:4][C:5]([C:7]1[C:15]2[C:10](=[N:11][CH:12]=[C:13]([CH:16]3[CH2:18][CH2:17]3)[N:14]=2)[NH:9][CH:8]=1)=[O:6])(=[O:30])[NH2:2]. The catalyst class is: 2. (4) Reactant: [C:1]([N:8]1[CH2:13][CH2:12][CH2:11][CH:10]([CH2:14][NH:15][C:16]2[CH:21]=[CH:20][CH:19]=[CH:18][CH:17]=2)[CH2:9]1)([O:3][C:4]([CH3:7])([CH3:6])[CH3:5])=[O:2].[O:22]1[CH:26]=[CH:25][CH:24]=[C:23]1[C:27](Cl)=[O:28]. Product: [C:1]([N:8]1[CH2:13][CH2:12][CH2:11][CH:10]([CH2:14][N:15]([C:16]2[CH:21]=[CH:20][CH:19]=[CH:18][CH:17]=2)[C:27]([C:23]2[O:22][CH:26]=[CH:25][CH:24]=2)=[O:28])[CH2:9]1)([O:3][C:4]([CH3:6])([CH3:7])[CH3:5])=[O:2]. The catalyst class is: 2. (5) Product: [Cl:1][C:2]1[CH:3]=[CH:4][C:5]([NH:8][C:9]2[CH:14]=[C:13]([C:15]([OH:17])=[O:16])[C:12]([NH:19][C:20]3[CH:25]=[CH:24][C:23]([Cl:26])=[CH:22][CH:21]=3)=[CH:11][C:10]=2[C:27]([OH:29])=[O:28])=[CH:6][CH:7]=1. The catalyst class is: 97. Reactant: [Cl:1][C:2]1[CH:7]=[CH:6][C:5]([NH:8][C:9]2[CH2:14][C:13]([C:15]([O:17]C)=[O:16])=[C:12]([NH:19][C:20]3[CH:25]=[CH:24][C:23]([Cl:26])=[CH:22][CH:21]=3)[CH2:11][C:10]=2[C:27]([O:29]C)=[O:28])=[CH:4][CH:3]=1.[Na].[N+](C1C=C(S(O)(=O)=O)C=CC=1)([O-])=O.[OH-].[Na+].Cl. (6) Reactant: [Cl:1][C:2]1[CH:3]=[C:4]2[C:9](=[CH:10][C:11]=1[N:12]1[CH2:17][C:16]3=[C:18]([CH:23]4[CH2:25][CH2:24]4)[NH:19][C:20](=[O:22])[CH:21]=[C:15]3[NH:14][C:13]1=[O:26])[O:8][CH:7]([C:27]1[C:32]([F:33])=[CH:31][CH:30]=[CH:29][N:28]=1)[CH2:6][CH2:5]2.[H-].[Na+].[F:36][C:37]([F:49])(S(F)(=O)=O)C(O[Si](C)(C)C)=O.[F-].[Cs+].[Cl-].[NH4+]. Product: [Cl:1][C:2]1[CH:3]=[C:4]2[C:9](=[CH:10][C:11]=1[N:12]1[CH2:17][C:16]3[C:18]([CH:23]4[CH2:24][CH2:25]4)=[N:19][C:20]([O:22][CH:37]([F:49])[F:36])=[CH:21][C:15]=3[NH:14][C:13]1=[O:26])[O:8][CH:7]([C:27]1[C:32]([F:33])=[CH:31][CH:30]=[CH:29][N:28]=1)[CH2:6][CH2:5]2. The catalyst class is: 444. (7) The catalyst class is: 4. Product: [C:1]1([S:7]([N:10]2[C:14]3=[N:15][CH:16]=[C:17]([Cl:19])[CH:18]=[C:13]3[C:12]([CH2:20][C:22]3[CH:27]=[CH:26][C:25]([NH2:28])=[N:24][CH:23]=3)=[CH:11]2)(=[O:9])=[O:8])[CH:6]=[CH:5][CH:4]=[CH:3][CH:2]=1. Reactant: [C:1]1([S:7]([N:10]2[C:14]3=[N:15][CH:16]=[C:17]([Cl:19])[CH:18]=[C:13]3[C:12]([CH:20]([C:22]3[CH:23]=[N:24][C:25]([N:28]4[Si](C)(C)CC[Si]4(C)C)=[CH:26][CH:27]=3)O)=[CH:11]2)(=[O:9])=[O:8])[CH:6]=[CH:5][CH:4]=[CH:3][CH:2]=1.NC1N=CC(C(C2C3C(=NC=C(Cl)C=3)N(S(C3C=CC=CC=3)(=O)=O)C=2)O)=CC=1.C([SiH](CC)CC)C.FC(F)(F)C(O)=O. (8) Reactant: [CH3:1][P:2](=[O:7])([O:5][CH3:6])[O:3][CH3:4].[Li]CCCC.[C:13](OC)(=[O:19])[C:14]#[C:15][CH2:16][CH2:17][CH3:18]. Product: [O:19]=[C:13]([CH2:14][CH2:15][CH2:16][C:17]#[CH:18])[CH2:1][P:2](=[O:7])([O:5][CH3:6])[O:3][CH3:4]. The catalyst class is: 1.